This data is from Full USPTO retrosynthesis dataset with 1.9M reactions from patents (1976-2016). The task is: Predict the reactants needed to synthesize the given product. (1) Given the product [Cl:26][C:23]1[CH:24]=[CH:25][C:20]([C:18]([NH:17][CH:13]([CH2:12][C:7]2[C:5]3[C:4](=[CH:3][CH:2]=[CH:1][CH:6]=3)[NH:11][C:9](=[O:10])[CH:8]=2)[C:14]([O:16][CH2:28][C:29](=[O:30])[NH:31][CH3:32])=[O:15])=[O:19])=[CH:21][CH:22]=1, predict the reactants needed to synthesize it. The reactants are: [CH:1]1[CH:2]=[CH:3][C:4]2[NH:11][C:9](=[O:10])[CH:8]=[C:7]([CH2:12][CH:13]([NH:17][C:18]([C:20]3[CH:21]=[CH:22][C:23]([Cl:26])=[CH:24][CH:25]=3)=[O:19])[C:14]([OH:16])=[O:15])[C:5]=2[CH:6]=1.Cl[CH2:28][C:29]([NH:31][CH3:32])=[O:30]. (2) Given the product [CH:35]([O:34][C:32](=[O:33])[N:13]([C@H:12]1[C@H:8]([C:5]2[CH:4]=[CH:3][C:2]([Cl:1])=[CH:7][CH:6]=2)[CH2:9][N:10]([C:15]([CH:17]2[CH2:22][CH2:21][N:20]([C:23]3[CH:28]=[CH:27][C:26]([C:29]#[N:30])=[CH:25][N:24]=3)[CH2:19][CH2:18]2)=[O:16])[CH2:11]1)[CH3:14])([CH3:37])[CH3:36], predict the reactants needed to synthesize it. The reactants are: [Cl:1][C:2]1[CH:7]=[CH:6][C:5]([C@H:8]2[C@H:12]([NH:13][CH3:14])[CH2:11][N:10]([C:15]([CH:17]3[CH2:22][CH2:21][N:20]([C:23]4[CH:28]=[CH:27][C:26]([C:29]#[N:30])=[CH:25][N:24]=4)[CH2:19][CH2:18]3)=[O:16])[CH2:9]2)=[CH:4][CH:3]=1.Cl[C:32]([O:34][CH:35]([CH3:37])[CH3:36])=[O:33]. (3) Given the product [Cl:19][C:8]1[C:9]2[C:4](=[CH:3][C:2]([F:1])=[CH:11][CH:10]=2)[C:5]([C:13]([O:15][CH3:16])=[O:14])=[CH:6][N:7]=1, predict the reactants needed to synthesize it. The reactants are: [F:1][C:2]1[CH:3]=[C:4]2[C:9](=[CH:10][CH:11]=1)[C:8](=O)[NH:7][CH:6]=[C:5]2[C:13]([O:15][CH3:16])=[O:14].P(Cl)(Cl)([Cl:19])=O. (4) Given the product [CH3:1][O:2][C:3](=[O:15])[C@:4]([CH2:12][C:13]#[N:14])([CH2:9][CH2:10][CH3:11])[C:5]([OH:7])=[O:6], predict the reactants needed to synthesize it. The reactants are: [CH3:1][O:2][C:3](=[O:15])[C:4]([CH2:12][C:13]#[N:14])([CH2:9][CH2:10][CH3:11])[C:5]([O:7]C)=[O:6].C(O)C(N)(CO)CO.[OH-].[Na+].S(=O)(=O)(O)O.O=[Si]=O. (5) Given the product [CH3:20][O:19][N:18]([C:10]1[N:11]=[C:12]([NH:14][CH2:15][C:16]#[CH:17])[N:13]=[C:8]([NH:7][CH2:6][CH2:5][CH:4]=[O:3])[N:9]=1)[CH3:21], predict the reactants needed to synthesize it. The reactants are: C([O:3][CH:4](OCC)[CH2:5][CH2:6][NH:7][C:8]1[N:13]=[C:12]([NH:14][CH2:15][C:16]#[CH:17])[N:11]=[C:10]([N:18]([CH3:21])[O:19][CH3:20])[N:9]=1)C.C([O-])(O)=O.[Na+].